Dataset: Forward reaction prediction with 1.9M reactions from USPTO patents (1976-2016). Task: Predict the product of the given reaction. (1) Given the reactants [CH3:1][O:2][C:3]1[C:11]([CH3:12])=[CH:10][C:6]([C:7]([NH2:9])=[O:8])=[C:5]([N+:13]([O-])=O)[CH:4]=1, predict the reaction product. The product is: [CH3:1][O:2][C:3]1[C:11]([CH3:12])=[CH:10][C:6]([C:7]([NH2:9])=[O:8])=[C:5]([NH2:13])[CH:4]=1. (2) Given the reactants [Br:1][C:2]1[CH:3]=[C:4]2[C:13](=[CH:14][CH:15]=1)[C:7]1([CH2:12][CH2:11][O:10][CH2:9][CH2:8]1)[CH:6]=[C:5]2[C:16](=O)[CH3:17].C(O[CH:24]([N:28]([CH3:30])C)[N:25](C)C)(C)(C)C.Cl.[NH2:32]C(N)=N.CO[Na].C([O-])(O)=O.[Na+], predict the reaction product. The product is: [Br:1][C:2]1[CH:3]=[C:4]2[C:13](=[CH:14][CH:15]=1)[C:7]1([CH2:12][CH2:11][O:10][CH2:9][CH2:8]1)[CH:6]=[C:5]2[C:16]1[CH:17]=[CH:30][N:28]=[C:24]([NH2:25])[N:32]=1. (3) The product is: [Cl:1][C:2]1[CH:3]=[C:4]2[C:9](=[CH:10][C:11]=1[C:12]([N:70]1[CH2:74][CH2:73][CH2:72][NH:71]1)=[O:14])[N:8]=[CH:7][N:6]=[C:5]2[NH:15][CH:16]([C:18]1[NH:22][C:21]2[CH:23]=[CH:24][C:25]([Cl:27])=[CH:26][C:20]=2[N:19]=1)[CH3:17]. Given the reactants [Cl:1][C:2]1[CH:3]=[C:4]2[C:9](=[CH:10][C:11]=1[C:12]([OH:14])=O)[N:8]=[CH:7][N:6]=[C:5]2[NH:15][CH:16]([C:18]1[NH:22][C:21]2[CH:23]=[CH:24][C:25]([Cl:27])=[CH:26][C:20]=2[N:19]=1)[CH3:17].FC1C(OC(N(C)C)=[N+](C)C)=C(F)C(F)=C(F)C=1F.F[P-](F)(F)(F)(F)F.C(N(C(C)C)CC)(C)C.C(OC([N:70]1[CH2:74][CH2:73][CH2:72][NH:71]1)=O)(C)(C)C, predict the reaction product. (4) Given the reactants O=[C:2]1[O:7][C:6]([C:8]2[CH:13]=[CH:12][CH:11]=[CH:10][C:9]=2[O:14]C(=O)C)=[N:5][C:4]2[CH:18]=[CH:19][CH:20]=[CH:21][C:3]1=2.[F:22][C:23]1[CH:24]=[C:25]([CH2:29][CH2:30][NH2:31])[CH:26]=[CH:27][CH:28]=1, predict the reaction product. The product is: [F:22][C:23]1[CH:24]=[C:25]([CH2:29][CH2:30][N:31]2[C:2](=[O:7])[C:3]3[C:4](=[CH:18][CH:19]=[CH:20][CH:21]=3)[N:5]=[C:6]2[C:8]2[CH:13]=[CH:12][CH:11]=[CH:10][C:9]=2[OH:14])[CH:26]=[CH:27][CH:28]=1. (5) Given the reactants [NH2:1][C@@H:2]([CH2:6][CH2:7][C:8]1[CH:13]=[CH:12][CH:11]=[CH:10][CH:9]=1)[C:3]([OH:5])=[O:4].S(Cl)(Cl)=O.[CH3:18]O, predict the reaction product. The product is: [NH2:1][C@@H:2]([CH2:6][CH2:7][C:8]1[CH:13]=[CH:12][CH:11]=[CH:10][CH:9]=1)[C:3]([O:5][CH3:18])=[O:4]. (6) The product is: [CH:32]1([C:35]2[S:39][C:38]([NH:40][C:41](=[O:42])[NH:1][C@@H:2]3[CH2:7][CH2:6][CH2:5][N:4]([C:8]4[CH:16]=[CH:15][C:11]([C:12]([NH2:14])=[O:13])=[C:10]([NH:17][C:18]5[CH:19]=[CH:20][C:21]([C:24]([N:26]6[CH2:31][CH2:30][O:29][CH2:28][CH2:27]6)=[O:25])=[CH:22][CH:23]=5)[N:9]=4)[CH2:3]3)=[N:37][N:36]=2)[CH2:34][CH2:33]1. Given the reactants [NH2:1][C@@H:2]1[CH2:7][CH2:6][CH2:5][N:4]([C:8]2[CH:16]=[CH:15][C:11]([C:12]([NH2:14])=[O:13])=[C:10]([NH:17][C:18]3[CH:23]=[CH:22][C:21]([C:24]([N:26]4[CH2:31][CH2:30][O:29][CH2:28][CH2:27]4)=[O:25])=[CH:20][CH:19]=3)[N:9]=2)[CH2:3]1.[CH:32]1([C:35]2[S:39][C:38]([NH:40][C:41](=O)[O:42]C3C=CC=CC=3)=[N:37][N:36]=2)[CH2:34][CH2:33]1.CCN(CC)CC, predict the reaction product. (7) The product is: [CH:24]([NH:1][CH2:2][CH:3]1[CH2:8][CH2:7][CH:6]([NH:9][C:10]2[S:11][CH:12]=[C:13]([C:15]3[CH:20]=[CH:19][CH:18]=[CH:17][C:16]=3[O:21][CH3:22])[N:14]=2)[CH2:5][CH2:4]1)([CH3:26])[CH3:25]. Given the reactants [NH2:1][CH2:2][CH:3]1[CH2:8][CH2:7][CH:6]([NH:9][C:10]2[S:11][CH:12]=[C:13]([C:15]3[CH:20]=[CH:19][CH:18]=[CH:17][C:16]=3[O:21][CH3:22])[N:14]=2)[CH2:5][CH2:4]1.I[CH:24]([CH3:26])[CH3:25].C(=O)([O-])[O-].[K+].[K+].O, predict the reaction product. (8) Given the reactants [CH2:1]([C@@H:5]1[NH:10][CH2:9][C@H:8]([CH2:11][CH:12]([CH3:14])[CH3:13])[NH:7][C:6]1=[O:15])[CH:2]([CH3:4])[CH3:3].[F:16][C:17]1[CH:22]=[C:21]([F:23])[CH:20]=[CH:19][C:18]=1[C@@H:24]1[CH2:26][C@H:25]1[C:27](O)=[O:28].C([C@@H]1N(C(=O)/C=C/C2C=CC=CC=2)C[C@H](CC(C)C)NC1=O)C(C)C, predict the reaction product. The product is: [F:16][C:17]1[CH:22]=[C:21]([F:23])[CH:20]=[CH:19][C:18]=1[C@H:24]1[CH2:26][C@@H:25]1[C:27]([N:10]1[CH2:9][C@H:8]([CH2:11][CH:12]([CH3:14])[CH3:13])[NH:7][C:6](=[O:15])[C@@H:5]1[CH2:1][CH:2]([CH3:4])[CH3:3])=[O:28]. (9) Given the reactants C(=O)([O-])[O-].[K+].[K+].[Cl:7][C:8]1[N:13]=[C:12](Cl)[C:11]([C:15]([O:17][CH3:18])=[O:16])=[CH:10][N:9]=1.Cl.[CH3:20][NH2:21], predict the reaction product. The product is: [Cl:7][C:8]1[N:13]=[C:12]([NH:21][CH3:20])[C:11]([C:15]([O:17][CH3:18])=[O:16])=[CH:10][N:9]=1.